From a dataset of Forward reaction prediction with 1.9M reactions from USPTO patents (1976-2016). Predict the product of the given reaction. (1) Given the reactants [Br:1][C:2]1[CH:7]=[C:6]([C:8]([NH:10][NH2:11])=[O:9])[CH:5]=[CH:4][C:3]=1[Cl:12].[N-:13]=[C:14]=[S:15].[N:16]1([S:22]([C:25]2[CH:30]=[CH:29][CH:28]=[CH:27][CH:26]=2)(=[O:24])=[O:23])[CH2:21][CH2:20][CH2:19][CH2:18][CH2:17]1, predict the reaction product. The product is: [Br:1][C:2]1[CH:7]=[C:6]([C:8]([NH:10][NH:11][C:14]([NH:13][C:28]2[CH:29]=[CH:30][C:25]([S:22]([N:16]3[CH2:17][CH2:18][CH2:19][CH2:20][CH2:21]3)(=[O:24])=[O:23])=[CH:26][CH:27]=2)=[S:15])=[O:9])[CH:5]=[CH:4][C:3]=1[Cl:12]. (2) Given the reactants [NH2:1][C@@H:2]([CH2:7][C:8]1[CH:17]=[CH:16][C:11]2[O:12][CH2:13][CH2:14][O:15][C:10]=2[CH:9]=1)[C:3]([O:5][CH3:6])=[O:4].CCN(CC)CC.[CH3:25][C:26]([O:29][C:30](O[C:30]([O:29][C:26]([CH3:28])([CH3:27])[CH3:25])=[O:31])=[O:31])([CH3:28])[CH3:27], predict the reaction product. The product is: [C:26]([O:29][C:30]([NH:1][C@@H:2]([CH2:7][C:8]1[CH:17]=[CH:16][C:11]2[O:12][CH2:13][CH2:14][O:15][C:10]=2[CH:9]=1)[C:3]([O:5][CH3:6])=[O:4])=[O:31])([CH3:28])([CH3:27])[CH3:25]. (3) Given the reactants [Cl:1][C:2]1[C:3]([O:12][C:13]2[CH:18]=[C:17]([OH:19])[CH:16]=[CH:15][C:14]=2[CH2:20][CH2:21][C:22]([O:24][CH2:25][CH3:26])=[O:23])=[N:4][CH:5]=[C:6]([C:8]([F:11])([F:10])[F:9])[CH:7]=1.O[CH2:28][CH2:29][N:30]1[CH2:35][CH2:34][O:33][CH2:32][CH2:31]1.C(P(CCCC)CCCC)CCC.N(C(N1CCCCC1)=O)=NC(N1CCCCC1)=O, predict the reaction product. The product is: [Cl:1][C:2]1[C:3]([O:12][C:13]2[CH:18]=[C:17]([O:19][CH2:28][CH2:29][N:30]3[CH2:35][CH2:34][O:33][CH2:32][CH2:31]3)[CH:16]=[CH:15][C:14]=2[CH2:20][CH2:21][C:22]([O:24][CH2:25][CH3:26])=[O:23])=[N:4][CH:5]=[C:6]([C:8]([F:9])([F:11])[F:10])[CH:7]=1. (4) Given the reactants [Cl:1][C:2]1[C:7](=O)[NH:6][C:5]([CH3:9])=[C:4]([C:10]([O:12][CH2:13][CH3:14])=[O:11])[CH:3]=1.C(Cl)(=O)C([Cl:18])=O.CN(C=O)C, predict the reaction product. The product is: [Cl:1][C:2]1[C:7]([Cl:18])=[N:6][C:5]([CH3:9])=[C:4]([CH:3]=1)[C:10]([O:12][CH2:13][CH3:14])=[O:11]. (5) Given the reactants [C@@H]1(C2C=CC=C(CC3SC(CC)=CC=3)C=2)O[C@H](CO)[C@@H](O)[C@H](O)[C@H]1O.[C:26]([O:29][C@@H:30]1[C@@H:35]([O:36][C:37](=[O:39])[CH3:38])[C@H:34]([O:40][C:41](=[O:43])[CH3:42])[C@@H:33]([CH2:44][O:45][C:46](=[O:48])[CH3:47])[O:32][C@H:31]1[C:49]1[CH:54]=[CH:53][C:52]([Cl:55])=[C:51]([CH2:56][C:57]2[S:58][C:59](Br)=[CH:60][CH:61]=2)[CH:50]=1)(=[O:28])[CH3:27].C([Sn](CCCC)(CCCC)[C:68]1[CH:73]=[N:72][CH:71]=[CH:70][N:69]=1)CCC, predict the reaction product. The product is: [C:26]([O:29][C@@H:30]1[C@@H:35]([O:36][C:37](=[O:39])[CH3:38])[C@H:34]([O:40][C:41](=[O:43])[CH3:42])[C@@H:33]([CH2:44][O:45][C:46](=[O:48])[CH3:47])[O:32][C@H:31]1[C:49]1[CH:54]=[CH:53][C:52]([Cl:55])=[C:51]([CH2:56][C:57]2[S:58][C:59]([C:68]3[CH:73]=[N:72][CH:71]=[CH:70][N:69]=3)=[CH:60][CH:61]=2)[CH:50]=1)(=[O:28])[CH3:27]. (6) The product is: [Cl:34][C:35]1[CH:41]=[C:40]([O:42][C:43]2[C:44]3[N:51]([CH3:52])[CH:50]=[CH:49][C:45]=3[N:46]=[CH:47][N:48]=2)[CH:39]=[CH:38][C:36]=1[NH:37][C:25]([NH:11][C:10]1[CH:12]=[CH:13][C:7]([N:1]2[CH2:6][CH2:5][O:4][CH2:3][CH2:2]2)=[C:8]([C:14]([F:15])([F:17])[F:16])[CH:9]=1)=[O:26]. Given the reactants [N:1]1([C:7]2[CH:13]=[CH:12][C:10]([NH2:11])=[CH:9][C:8]=2[C:14]([F:17])([F:16])[F:15])[CH2:6][CH2:5][O:4][CH2:3][CH2:2]1.N1C=CC=CC=1.Cl[C:25](OC1C=CC=CC=1)=[O:26].[Cl:34][C:35]1[CH:41]=[C:40]([O:42][C:43]2[C:44]3[N:51]([CH3:52])[CH:50]=[CH:49][C:45]=3[N:46]=[CH:47][N:48]=2)[CH:39]=[CH:38][C:36]=1[NH2:37], predict the reaction product.